This data is from Full USPTO retrosynthesis dataset with 1.9M reactions from patents (1976-2016). The task is: Predict the reactants needed to synthesize the given product. Given the product [Cl:1][C:12]1[C:13]([N:16]2[CH2:17][CH2:18][CH:19]([N:22]3[CH2:26][CH2:25][C@H:24]([NH:27][C:28]4[CH:29]=[N:30][C:31]([S:34]([CH3:37])(=[O:36])=[O:35])=[CH:32][CH:33]=4)[C:23]3=[O:38])[CH2:20][CH2:21]2)=[N:14][CH:15]=[C:10]([Cl:9])[N:11]=1, predict the reactants needed to synthesize it. The reactants are: [Cl:1]N1C(=O)CCC1=O.[Cl:9][C:10]1[N:11]=[CH:12][C:13]([N:16]2[CH2:21][CH2:20][CH:19]([N:22]3[CH2:26][CH2:25][C@H:24]([NH:27][C:28]4[CH:29]=[N:30][C:31]([S:34]([CH3:37])(=[O:36])=[O:35])=[CH:32][CH:33]=4)[C:23]3=[O:38])[CH2:18][CH2:17]2)=[N:14][CH:15]=1.